Dataset: Full USPTO retrosynthesis dataset with 1.9M reactions from patents (1976-2016). Task: Predict the reactants needed to synthesize the given product. (1) Given the product [OH:1][C@H:2]([C:5]1[CH:10]=[C:9]([CH3:11])[C:8]([CH3:12])=[CH:7][C:6]=1[C:13]1[CH2:18][CH2:17][N:16]([C:19]([O:21][C:22]([CH3:23])([CH3:25])[CH3:24])=[O:20])[CH2:15][CH:14]=1)[CH2:3][CH3:4], predict the reactants needed to synthesize it. The reactants are: [OH:1][C@@H:2]([C:5]1[CH:10]=[C:9]([CH3:11])[C:8]([CH3:12])=[CH:7][C:6]=1[C:13]1[CH2:14][CH2:15][N:16]([C:19]([O:21][C:22]([CH3:25])([CH3:24])[CH3:23])=[O:20])[CH2:17][CH:18]=1)[CH2:3][CH3:4].C1(P(C2C=CC=CC=2)C2C=CC=CC=2)C=CC=CC=1.N1C=CN=C1. (2) The reactants are: [NH2:1][C:2]1[N:3]=[CH:4][C:5]2[CH2:11][N:10]([C:12]3[CH:13]=[C:14]([CH:18]=[CH:19][CH:20]=3)[C:15](O)=[O:16])[CH2:9][CH2:8][C:6]=2[N:7]=1.C(N(CC)CC)C.CN(C(ON1N=NC2C=CC=CC1=2)=[N+](C)C)C.F[P-](F)(F)(F)(F)F.[F:52][C:53]([F:62])([F:61])[C:54]1[CH:55]=[C:56]([CH:58]=[CH:59][CH:60]=1)[NH2:57]. Given the product [NH2:1][C:2]1[N:3]=[CH:4][C:5]2[CH2:11][N:10]([C:12]3[CH:13]=[C:14]([CH:18]=[CH:19][CH:20]=3)[C:15]([NH:57][C:56]3[CH:58]=[CH:59][CH:60]=[C:54]([C:53]([F:52])([F:61])[F:62])[CH:55]=3)=[O:16])[CH2:9][CH2:8][C:6]=2[N:7]=1, predict the reactants needed to synthesize it. (3) Given the product [NH2:15][C:16]1[C:21](=[O:22])[N:20]([CH2:23][C:24]2[CH:25]=[CH:26][C:27]([Cl:30])=[CH:28][CH:29]=2)[C:19]([S:31][CH3:32])=[N:18][CH:17]=1, predict the reactants needed to synthesize it. The reactants are: FC(F)(F)C(O)=O.C(OC([NH:15][C:16]1[C:21](=[O:22])[N:20]([CH2:23][C:24]2[CH:29]=[CH:28][C:27]([Cl:30])=[CH:26][CH:25]=2)[C:19]([S:31][CH3:32])=[N:18][CH:17]=1)=O)(C)(C)C.